Dataset: Forward reaction prediction with 1.9M reactions from USPTO patents (1976-2016). Task: Predict the product of the given reaction. (1) Given the reactants [OH-].[Na+].[CH2:3]([O:5][C:6]([C:8]1[C:16]2[C:11](=[CH:12][CH:13]=[C:14]([O:17][C:18]3[CH:23]=[CH:22][C:21]([C:24]([F:27])([F:26])[F:25])=[CH:20][CH:19]=3)[CH:15]=2)[N:10]([C:28]2[CH:33]=[CH:32][C:31]([O:34][CH:35]([CH3:37])[CH3:36])=[CH:30][CH:29]=2)[C:9]=1[CH2:38][C:39]([O:41]CC)=[O:40])=[O:7])[CH3:4].Cl, predict the reaction product. The product is: [CH2:3]([O:5][C:6]([C:8]1[C:16]2[C:11](=[CH:12][CH:13]=[C:14]([O:17][C:18]3[CH:19]=[CH:20][C:21]([C:24]([F:27])([F:25])[F:26])=[CH:22][CH:23]=3)[CH:15]=2)[N:10]([C:28]2[CH:29]=[CH:30][C:31]([O:34][CH:35]([CH3:37])[CH3:36])=[CH:32][CH:33]=2)[C:9]=1[CH2:38][C:39]([OH:41])=[O:40])=[O:7])[CH3:4]. (2) Given the reactants [C:1]([OH:6])(=O)[C@H:2]([CH3:4])[OH:3].O.OC1C2N=NNC=2C=CC=1.Cl.C(N=C=NCCCN(C)C)C.FC(F)(F)C(O)=O.[N:37]1([C:43]2[N:51]=[C:50]([C:52]3[CH:53]=[N:54][C:55]([NH2:58])=[N:56][CH:57]=3)[N:49]=[C:48]3[C:44]=2[N:45]=[C:46]([N:64]2[CH2:69][CH2:68][NH:67][CH2:66][CH2:65]2)[N:47]3[CH2:59][C:60]([F:63])([F:62])[F:61])[CH2:42][CH2:41][O:40][CH2:39][CH2:38]1, predict the reaction product. The product is: [NH2:58][C:55]1[N:56]=[CH:57][C:52]([C:50]2[N:49]=[C:48]3[C:44]([N:45]=[C:46]([N:64]4[CH2:69][CH2:68][N:67]([C:1](=[O:6])[C@@H:2]([OH:3])[CH3:4])[CH2:66][CH2:65]4)[N:47]3[CH2:59][C:60]([F:61])([F:63])[F:62])=[C:43]([N:37]3[CH2:38][CH2:39][O:40][CH2:41][CH2:42]3)[N:51]=2)=[CH:53][N:54]=1. (3) Given the reactants [OH:1][C:2]1[CH:3]=[C:4]2[C:9](=[CH:10][CH:11]=1)[CH2:8][CH:7]([C:12]([OH:14])=[O:13])[CH2:6][CH2:5]2.S(=O)(=O)(O)O.[CH3:20]O, predict the reaction product. The product is: [OH:1][C:2]1[CH:3]=[C:4]2[C:9](=[CH:10][CH:11]=1)[CH2:8][CH:7]([C:12]([O:14][CH3:20])=[O:13])[CH2:6][CH2:5]2. (4) Given the reactants [NH2:1][C:2]1[S:6][C:5]([C:7]2[C:12]([F:13])=[CH:11][CH:10]=[CH:9][C:8]=2[F:14])=[N:4][C:3]=1[C:15]([NH:17][C:18]1[C:19]([O:24][CH2:25][CH2:26][CH:27]2[CH2:31][O:30]C(C)(C)[O:28]2)=[N:20][CH:21]=[N:22][CH:23]=1)=[O:16].Cl.C([O-])([O-])=O.[Na+].[Na+].O, predict the reaction product. The product is: [NH2:1][C:2]1[S:6][C:5]([C:7]2[C:8]([F:14])=[CH:9][CH:10]=[CH:11][C:12]=2[F:13])=[N:4][C:3]=1[C:15]([NH:17][C:18]1[C:19]([O:24][CH2:25][CH2:26][CH:27]([OH:28])[CH2:31][OH:30])=[N:20][CH:21]=[N:22][CH:23]=1)=[O:16]. (5) Given the reactants [CH3:1][N:2]1[CH2:7][CH2:6][N:5]([C:8]([O:10][C@@H:11]2[N:20]([C:21]3[CH:22]=[CH:23][C:24]([Cl:27])=[CH:25][N:26]=3)[C:18](=[O:19])[C:13]3[N:14]=[CH:15][CH:16]=[N:17][C:12]2=3)=[O:9])[CH2:4][CH2:3]1.C([O-])(=O)/C=C\C([O-])=O.Cl.C([O-])(=O)C.O.O.O.C([O-])(=O)C.[Na+].P([O-])([O-])([O-])=O.P([O-])(O)(O)=O.[K+].[OH-].[Na+], predict the reaction product. The product is: [CH3:1][N:2]1[CH2:7][CH2:6][N:5]([C:8]([O:10][C@@H:11]2[N:20]([C:21]3[CH:22]=[CH:23][C:24]([Cl:27])=[CH:25][N:26]=3)[C:18](=[O:19])[C:13]3[N:14]=[CH:15][CH:16]=[N:17][C:12]2=3)=[O:9])[CH2:4][CH2:3]1.